Predict which catalyst facilitates the given reaction. From a dataset of Catalyst prediction with 721,799 reactions and 888 catalyst types from USPTO. (1) Reactant: Br[C:2]1[C:7]2=[N:8][C:9]([C:12]([O-:14])=[O:13])=[CH:10][N:11]=[C:6]2[CH:5]=[N:4][CH:3]=1.C(=O)([O-])[O-].[Cs+].[Cs+].[C:21]1(P(C2C=CC=CC=2)C2C=CC3C(=CC=CC=3)C=2C2C3C(=CC=CC=3)C=CC=2P(C2C=CC=CC=2)C2C=CC=CC=2)C=CC=CC=1.[F:67][C:68]1([F:74])[CH2:73][CH2:72][NH:71][CH2:70][CH2:69]1. Product: [F:67][C:68]1([F:74])[CH2:73][CH2:72][N:71]([C:2]2[C:7]3=[N:8][C:9]([C:12]([O:14][CH3:21])=[O:13])=[CH:10][N:11]=[C:6]3[CH:5]=[N:4][CH:3]=2)[CH2:70][CH2:69]1. The catalyst class is: 164. (2) Reactant: [C:1](=[N:4][OH:5])([NH2:3])[CH3:2].[O-]CC.[Na+].[Cl:10][C:11]1[CH:20]=[CH:19][C:14]([C:15](OC)=O)=[CH:13][C:12]=1[CH2:21][N:22]1[CH:26]=[CH:25][C:24]([NH:27][C:28]([C:30]2[C:35]([F:36])=[CH:34][CH:33]=[CH:32][C:31]=2[F:37])=[O:29])=[N:23]1. Product: [Cl:10][C:11]1[CH:20]=[CH:19][C:14]([C:15]2[O:5][N:4]=[C:1]([CH3:2])[N:3]=2)=[CH:13][C:12]=1[CH2:21][N:22]1[CH:26]=[CH:25][C:24]([NH:27][C:28](=[O:29])[C:30]2[C:31]([F:37])=[CH:32][CH:33]=[CH:34][C:35]=2[F:36])=[N:23]1. The catalyst class is: 8. (3) Reactant: [SH:1][C:2]1[NH:6][C:5]2[CH:7]=[CH:8][C:9]([O:11][CH3:12])=[CH:10][C:4]=2[N:3]=1.[OH-].[K+].I[CH3:16].Cl. Product: [CH3:16][S:1][C:2]1[NH:6][C:5]2[CH:7]=[CH:8][C:9]([O:11][CH3:12])=[CH:10][C:4]=2[N:3]=1. The catalyst class is: 97. (4) Reactant: [O:1]=[O+][O-].[CH3:4][CH:5]([CH2:11][CH:12]=C)[C:6]([O:8][CH2:9][CH3:10])=[O:7].C1(P(C2C=CC=CC=2)C2C=CC=CC=2)C=CC=CC=1. Product: [CH3:4][CH:5]([CH2:11][CH:12]=[O:1])[C:6]([O:8][CH2:9][CH3:10])=[O:7]. The catalyst class is: 2.